From a dataset of Full USPTO retrosynthesis dataset with 1.9M reactions from patents (1976-2016). Predict the reactants needed to synthesize the given product. (1) Given the product [CH3:14][O:15][C:16]1[CH:31]=[CH:30][C:19]2[C:20]([C:24]3[CH:29]=[CH:28][CH:27]=[CH:26][CH:25]=3)=[C:21]([CH3:23])[O:22][C:18]=2[C:4]=1[CH3:5].[CH3:14][O:15][C:16]1[CH:31]=[CH:30][C:19]2[C:20]([C:24]3[CH:29]=[CH:28][CH:27]=[CH:26][CH:25]=3)=[C:21]([CH2:23][CH3:1])[O:22][C:18]=2[CH:17]=1, predict the reactants needed to synthesize it. The reactants are: [CH3:1]N([CH2:4][CH2:5]N(C)C)C.[Li]CCCC.[CH3:14][O:15][C:16]1[CH:31]=[CH:30][C:19]2[C:20]([C:24]3[CH:29]=[CH:28][CH:27]=[CH:26][CH:25]=3)=[C:21]([CH3:23])[O:22][C:18]=2[CH:17]=1.CI. (2) Given the product [NH2:26][CH:27]([C:31]1[CH:36]=[CH:35][CH:34]=[CH:33][CH:32]=1)[C:28]([N:9]([C:4]1[CH:5]=[CH:6][C:7]([CH3:8])=[C:2]([CH3:1])[CH:3]=1)[CH2:10][CH2:11][C:12]1[CH:13]=[CH:14][C:15]([CH3:18])=[CH:16][CH:17]=1)=[O:29], predict the reactants needed to synthesize it. The reactants are: [CH3:1][C:2]1[CH:3]=[C:4]([NH:9][CH2:10][CH2:11][C:12]2[CH:17]=[CH:16][C:15]([CH3:18])=[CH:14][CH:13]=2)[CH:5]=[CH:6][C:7]=1[CH3:8].C(OC([NH:26][CH:27]([C:31]1[CH:36]=[CH:35][CH:34]=[CH:33][CH:32]=1)[C:28](O)=[O:29])=O)(C)(C)C. (3) Given the product [C:42]([OH:45])(=[O:44])[CH3:43].[Cl:31][C:3]1[CH:4]=[C:5]([C:8]2[C:16]3[C:11](=[N:12][CH:13]=[N:14][C:15]=3[NH2:17])[N:10]([C@H:18]3[CH2:23][CH2:22][C@H:21]([N:24]4[CH2:25][CH2:26][N:27]([CH3:30])[CH2:28][CH2:29]4)[CH2:20][CH2:19]3)[N:9]=2)[CH:6]=[CH:7][C:2]=1[NH:1][CH2:35][C:34]1[C:37]([F:41])=[CH:38][CH:39]=[CH:40][C:33]=1[Cl:32], predict the reactants needed to synthesize it. The reactants are: [NH2:1][C:2]1[CH:7]=[CH:6][C:5]([C:8]2[C:16]3[C:11](=[N:12][CH:13]=[N:14][C:15]=3[NH2:17])[N:10]([CH:18]3[CH2:23][CH2:22][CH:21]([N:24]4[CH2:29][CH2:28][N:27]([CH3:30])[CH2:26][CH2:25]4)[CH2:20][CH2:19]3)[N:9]=2)=[CH:4][C:3]=1[Cl:31].[Cl:32][C:33]1[CH:40]=[CH:39][CH:38]=[C:37]([F:41])[C:34]=1[CH:35]=O.[C:42]([OH:45])(=[O:44])[CH3:43].C(O[BH-](OC(=O)C)OC(=O)C)(=O)C.[Na+]. (4) Given the product [CH2:29]([N:31]([CH3:32])[C:10]1[C:9]2[C:14](=[CH:15][CH:16]=[C:7]([C:2]3[CH:3]=[CH:4][CH:5]=[CH:6][C:1]=3[CH3:28])[CH:8]=2)[N:13]=[C:12]([N:17]2[CH:21]=[C:20]([C:22]([OH:24])=[O:23])[CH:19]=[N:18]2)[N:11]=1)[CH3:30], predict the reactants needed to synthesize it. The reactants are: [C:1]1([CH3:28])[CH:6]=[CH:5][CH:4]=[CH:3][C:2]=1[C:7]1[CH:8]=[C:9]2[C:14](=[CH:15][CH:16]=1)[N:13]=[C:12]([N:17]1[CH:21]=[C:20]([C:22]([O:24]CC)=[O:23])[CH:19]=[N:18]1)[NH:11][C:10]2=O.[CH2:29]([NH:31][CH3:32])[CH3:30]. (5) Given the product [OH:4][CH2:3][CH:2]([NH:1][S:13]([C:11]1[S:12][C:8]([Cl:7])=[CH:9][CH:10]=1)(=[O:15])=[O:14])[CH2:5][OH:6], predict the reactants needed to synthesize it. The reactants are: [NH2:1][CH:2]([CH2:5][OH:6])[CH2:3][OH:4].[Cl:7][C:8]1[S:12][C:11]([S:13](Cl)(=[O:15])=[O:14])=[CH:10][CH:9]=1.C(N(CC)CC)C. (6) Given the product [CH2:31]([NH:38][C:19]([C:17]1[C:16](=[O:22])[N:15]([O:23][CH2:24][C:25]2[CH:30]=[CH:29][CH:28]=[CH:27][CH:26]=2)[C:11]2[N:12]=[CH:13][N:14]=[C:9]([NH:8][CH2:1][C:2]3[CH:3]=[CH:4][CH:5]=[CH:6][CH:7]=3)[C:10]=2[CH:18]=1)=[O:21])[C:32]1[CH:37]=[CH:36][CH:35]=[CH:34][CH:33]=1, predict the reactants needed to synthesize it. The reactants are: [CH2:1]([NH:8][C:9]1[C:10]2[CH:18]=[C:17]([C:19]([OH:21])=O)[C:16](=[O:22])[N:15]([O:23][CH2:24][C:25]3[CH:30]=[CH:29][CH:28]=[CH:27][CH:26]=3)[C:11]=2[N:12]=[CH:13][N:14]=1)[C:2]1[CH:7]=[CH:6][CH:5]=[CH:4][CH:3]=1.[CH2:31]([NH2:38])[C:32]1[CH:37]=[CH:36][CH:35]=[CH:34][CH:33]=1.C(N(C(C)C)C(C)C)C.CN(C(ON1N=NC2C=CC=NC1=2)=[N+](C)C)C.F[P-](F)(F)(F)(F)F. (7) Given the product [CH3:3][N:2]([CH2:4][C@H:5]1[C@:10]([OH:19])([C:11]2[CH:16]=[CH:15][CH:14]=[C:13]([O:17][CH3:18])[CH:12]=2)[CH2:9][CH2:8][CH2:7][CH2:6]1)[CH3:1].[CH3:20][C@H:21]([C:34]([OH:36])=[O:35])[C:22]1[CH:27]=[CH:26][C:25]2[CH:28]=[C:29]([O:32][CH3:33])[CH:30]=[CH:31][C:24]=2[CH:23]=1, predict the reactants needed to synthesize it. The reactants are: [CH3:1][N:2]([CH2:4][C@H:5]1[C@:10]([OH:19])([C:11]2[CH:16]=[CH:15][CH:14]=[C:13]([O:17][CH3:18])[CH:12]=2)[CH2:9][CH2:8][CH2:7][CH2:6]1)[CH3:3].[CH3:20][C@H:21]([C:34]([OH:36])=[O:35])[C:22]1[CH:27]=[CH:26][C:25]2[CH:28]=[C:29]([O:32][CH3:33])[CH:30]=[CH:31][C:24]=2[CH:23]=1. (8) The reactants are: CCN(C(C)C)C(C)C.[C:10]([O:14][C:15]([N:17]1[CH2:22][CH2:21][C@@H:20]([NH:23][C:24]2[C:25]3[N:26]([CH:33]=[C:34]([C:36]([OH:38])=O)[CH:35]=3)[N:27]=[CH:28][C:29]=2[C:30](=[O:32])[NH2:31])[C:19]([CH3:40])([CH3:39])[CH2:18]1)=[O:16])([CH3:13])([CH3:12])[CH3:11].F[P-](F)(F)(F)(F)F.[N:48]1(O[P+](N(C)C)(N(C)C)N(C)C)C2C=CC=CC=2N=[N:49]1.NN. Given the product [C:30]([C:29]1[CH:28]=[N:27][N:26]2[CH:33]=[C:34]([C:36]([NH:48][NH2:49])=[O:38])[CH:35]=[C:25]2[C:24]=1[NH:23][C@@H:20]1[CH2:21][CH2:22][N:17]([C:15]([O:14][C:10]([CH3:13])([CH3:11])[CH3:12])=[O:16])[CH2:18][C:19]1([CH3:39])[CH3:40])(=[O:32])[NH2:31], predict the reactants needed to synthesize it.